Dataset: Peptide-MHC class II binding affinity with 134,281 pairs from IEDB. Task: Regression. Given a peptide amino acid sequence and an MHC pseudo amino acid sequence, predict their binding affinity value. This is MHC class II binding data. (1) The peptide sequence is WTGGGSDKALAAATP. The MHC is HLA-DQA10501-DQB10301 with pseudo-sequence HLA-DQA10501-DQB10301. The binding affinity (normalized) is 0.379. (2) The peptide sequence is EKKYFAATQFVPLAA. The MHC is DRB1_1602 with pseudo-sequence DRB1_1602. The binding affinity (normalized) is 0.732.